This data is from Forward reaction prediction with 1.9M reactions from USPTO patents (1976-2016). The task is: Predict the product of the given reaction. (1) The product is: [CH2:13]([N:7]1[C:6]([C:2]2[S:1][CH:5]=[CH:4][CH:3]=2)=[CH:10][CH:9]=[N:8]1)[CH2:14][CH3:15]. Given the reactants [S:1]1[CH:5]=[CH:4][CH:3]=[C:2]1[C:6]1[CH:10]=[CH:9][NH:8][N:7]=1.[H-].[Na+].[CH2:13](I)[CH2:14][CH3:15].C(N1C=CC(C2SC=CC=2)=N1)CC, predict the reaction product. (2) Given the reactants Br[C:2]1[CH:3]=[C:4]([CH:7]=[C:8]([O:10][CH3:11])[CH:9]=1)[C:5]#[N:6].[CH:12]([C:14]1[CH:15]=[C:16](B(O)O)[CH:17]=[CH:18][CH:19]=1)=[O:13], predict the reaction product. The product is: [CH:12]([C:14]1[CH:19]=[C:18]([C:2]2[CH:9]=[C:8]([O:10][CH3:11])[CH:7]=[C:4]([C:5]#[N:6])[CH:3]=2)[CH:17]=[CH:16][CH:15]=1)=[O:13]. (3) Given the reactants [OH:1][C@H:2]1[CH2:19][CH2:18][C@@:17]2([CH3:20])[CH:4]([CH2:5][CH2:6][C@:7]3([CH3:39])[CH:16]2[CH2:15][CH2:14][CH:13]2[C@@:8]3([CH3:38])[CH2:9][CH2:10][C:11]3([C:27]#[C:28][C:29]4[CH:37]=[CH:36][CH:35]=[CH:34][C:30]=4[C:31]([OH:33])=[O:32])[CH2:23][CH2:22][C@@H:21]([C:24]([CH3:26])=[CH2:25])[CH:12]32)[C:3]1([CH3:41])[CH3:40].[OH-:42].[Na+].Cl.[CH3:45][OH:46], predict the reaction product. The product is: [C:31]([C:30]1[CH:34]=[CH:35][CH:36]=[CH:37][C:29]=1[C:28]#[C:27][C:11]12[CH2:23][CH2:22][C@@H:21]([C:24]([CH3:26])=[CH2:25])[CH:12]1[CH:13]1[C@@:8]([CH3:38])([CH2:9][CH2:10]2)[C@@:7]2([CH3:39])[CH:16]([C@:17]3([CH3:20])[CH:4]([CH2:5][CH2:6]2)[C:3]([CH3:41])([CH3:40])[C@@H:2]([O:1][C:2](=[O:1])[CH2:3][C:4]([CH3:17])([CH3:5])[C:45]([OH:46])=[O:42])[CH2:19][CH2:18]3)[CH2:15][CH2:14]1)([OH:33])=[O:32].